Dataset: Forward reaction prediction with 1.9M reactions from USPTO patents (1976-2016). Task: Predict the product of the given reaction. (1) Given the reactants C(OC([N:8]1[CH2:13][CH2:12][N:11]([C:14]2[CH:23]=[N:22][C:21]3[C:16](=[CH:17][CH:18]=[CH:19][CH:20]=3)[N:15]=2)[CH2:10][CH2:9]1)=O)(C)(C)C.[ClH:24], predict the reaction product. The product is: [ClH:24].[N:11]1([C:14]2[CH:23]=[N:22][C:21]3[C:16](=[CH:17][CH:18]=[CH:19][CH:20]=3)[N:15]=2)[CH2:10][CH2:9][NH:8][CH2:13][CH2:12]1. (2) Given the reactants [Cl:1][C:2]1[CH:7]=[CH:6][C:5]([CH:8]([C:20]2[CH:25]=[CH:24][C:23]([Cl:26])=[CH:22][CH:21]=2)[C:9]2[CH:10]=[C:11]3[C:16](=[CH:17][CH:18]=2)[N:15]=[CH:14][N:13]=[C:12]3Cl)=[CH:4][CH:3]=1.Cl.Cl.[NH2:29][CH:30]1[CH2:35][CH2:34][N:33]([C:36]2[CH:45]=[CH:44][C:39]([C:40]([O:42][CH3:43])=[O:41])=[CH:38][CH:37]=2)[CH2:32][CH2:31]1.CC(O)C, predict the reaction product. The product is: [Cl:1][C:2]1[CH:7]=[CH:6][C:5]([CH:8]([C:20]2[CH:25]=[CH:24][C:23]([Cl:26])=[CH:22][CH:21]=2)[C:9]2[CH:10]=[C:11]3[C:16](=[CH:17][CH:18]=2)[N:15]=[CH:14][N:13]=[C:12]3[NH:29][CH:30]2[CH2:35][CH2:34][N:33]([C:36]3[CH:45]=[CH:44][C:39]([C:40]([O:42][CH3:43])=[O:41])=[CH:38][CH:37]=3)[CH2:32][CH2:31]2)=[CH:4][CH:3]=1. (3) Given the reactants S(O)(=O)(=O)C.[O:6]1[CH2:11][CH2:10][N:9]([CH2:12][CH2:13][O:14][C:15]2[CH:20]=[CH:19][C:18](C3C=CC(CC(NCC4C=CC=CC=4)=O)=NC=3)=[CH:17][CH:16]=2)[CH2:8][CH2:7]1.ClCCN1CCOCC1.[Br:47]C1C=CC(O)=CC=1, predict the reaction product. The product is: [Br:47][C:18]1[CH:19]=[CH:20][C:15]([O:14][CH2:13][CH2:12][N:9]2[CH2:10][CH2:11][O:6][CH2:7][CH2:8]2)=[CH:16][CH:17]=1. (4) Given the reactants [ClH:1].Cl.[CH:3]1([N:7]2[CH2:13][CH2:12][CH2:11][NH:10][CH2:9][CH2:8]2)[CH2:6][CH2:5][CH2:4]1.CCN(CC1C=CC=CC=1)CC.C=CC1C=CC=CC=1.C=CC1C=CC(C=C)=CC=1.C1C=CC2N(O)N=NC=2C=1.[C:54]([C:57]1[CH:62]=[CH:61][C:60]([C:63]2[CH:68]=[CH:67][C:66]([C:69](O)=[O:70])=[CH:65][CH:64]=2)=[CH:59][CH:58]=1)(=[O:56])[CH3:55], predict the reaction product. The product is: [ClH:1].[CH:3]1([N:7]2[CH2:13][CH2:12][CH2:11][N:10]([C:69]([C:66]3[CH:65]=[CH:64][C:63]([C:60]4[CH:61]=[CH:62][C:57]([C:54](=[O:56])[CH3:55])=[CH:58][CH:59]=4)=[CH:68][CH:67]=3)=[O:70])[CH2:9][CH2:8]2)[CH2:6][CH2:5][CH2:4]1. (5) The product is: [F:1][C:2]1[CH:3]=[C:4]([CH:9]([CH:14]2[CH2:15][NH:16][CH2:17]2)[C:10]([CH3:13])([CH3:12])[CH3:11])[CH:5]=[C:6]([F:8])[CH:7]=1. Given the reactants [F:1][C:2]1[CH:3]=[C:4]([CH:9]([CH:14]2[CH2:17][N:16](C(OC(C)(C)C)=O)[CH2:15]2)[C:10]([CH3:13])([CH3:12])[CH3:11])[CH:5]=[C:6]([F:8])[CH:7]=1.C(O)(C(F)(F)F)=O, predict the reaction product. (6) The product is: [NH2:9][C:4]1[CH:3]=[C:2]([Cl:1])[CH:7]=[CH:6][C:5]=1[NH:8][C:14](=[O:15])[CH2:13][C:12]([OH:18])([CH3:17])[C:11]([F:20])([F:19])[F:10]. Given the reactants [Cl:1][C:2]1[CH:3]=[C:4]([NH2:9])[C:5]([NH2:8])=[CH:6][CH:7]=1.[F:10][C:11]([F:20])([F:19])[C:12]([OH:18])([CH3:17])[CH2:13][C:14](O)=[O:15].CN(C(ON1N=NC2C=CC=NC1=2)=[N+](C)C)C.F[P-](F)(F)(F)(F)F.CCN(C(C)C)C(C)C, predict the reaction product. (7) Given the reactants [CH3:1][C:2]1[CH:3]=[CH:4][C:5]([C:11]2[N:12]([CH3:16])[CH:13]=[CH:14][N:15]=2)=[C:6]([CH:10]=1)[C:7]([OH:9])=O.[CH3:17][C@@H:18]1[CH2:23][CH2:22][CH2:21][NH:20][C@@H:19]1[CH2:24][NH:25][C:26]1[CH:31]=[CH:30][C:29]([C:32]([F:35])([F:34])[F:33])=[CH:28][N:27]=1, predict the reaction product. The product is: [CH3:17][C@@H:18]1[CH2:23][CH2:22][CH2:21][N:20]([C:7]([C:6]2[CH:10]=[C:2]([CH3:1])[CH:3]=[CH:4][C:5]=2[C:11]2[N:12]([CH3:16])[CH:13]=[CH:14][N:15]=2)=[O:9])[C@@H:19]1[CH2:24][NH:25][C:26]1[CH:31]=[CH:30][C:29]([C:32]([F:35])([F:33])[F:34])=[CH:28][N:27]=1.